Dataset: Catalyst prediction with 721,799 reactions and 888 catalyst types from USPTO. Task: Predict which catalyst facilitates the given reaction. Product: [CH:23]1([N:9]2[C:10]([C:12]3[CH:17]=[CH:16][C:15]([O:18][C:19]([F:22])([F:21])[F:20])=[CH:14][CH:13]=3)=[CH:11][C:7]([CH2:6][C:5]3[CH:29]=[CH:30][C:2]([C:31]#[N:32])=[CH:3][CH:4]=3)=[N:8]2)[CH2:28][CH2:27][CH2:26][CH2:25][CH2:24]1. Reactant: Br[C:2]1[CH:30]=[CH:29][C:5]([CH2:6][C:7]2[CH:11]=[C:10]([C:12]3[CH:17]=[CH:16][C:15]([O:18][C:19]([F:22])([F:21])[F:20])=[CH:14][CH:13]=3)[N:9]([CH:23]3[CH2:28][CH2:27][CH2:26][CH2:25][CH2:24]3)[N:8]=2)=[CH:4][CH:3]=1.[CH3:31][N:32](C=O)C. The catalyst class is: 267.